The task is: Predict the product of the given reaction.. This data is from Forward reaction prediction with 1.9M reactions from USPTO patents (1976-2016). (1) Given the reactants [O:1]=[C:2]1[NH:7][C:6](=[O:8])[C:5]([C:9]2[CH:14]=[N:13][CH:12]=[CH:11][N:10]=2)=[CH:4][N:3]1[CH2:15][CH2:16][CH:17]=O.[F:19][C:20]([F:34])([F:33])[C:21]1[CH:26]=[CH:25][C:24]([C@:27]23[CH2:32][C@H:31]2[CH2:30][NH:29][CH2:28]3)=[CH:23][CH:22]=1.[BH-](OC(C)=O)(OC(C)=O)OC(C)=O.[Na+].[OH-].[Na+], predict the reaction product. The product is: [N:10]1[CH:11]=[CH:12][N:13]=[CH:14][C:9]=1[C:5]1[C:6](=[O:8])[NH:7][C:2](=[O:1])[N:3]([CH2:15][CH2:16][CH2:17][N:29]2[CH2:30][C@H:31]3[C@:27]([C:24]4[CH:23]=[CH:22][C:21]([C:20]([F:19])([F:34])[F:33])=[CH:26][CH:25]=4)([CH2:32]3)[CH2:28]2)[CH:4]=1. (2) Given the reactants [Cl:1][C:2]1[CH:3]=[CH:4][C:5]([O:23][CH3:24])=[C:6]([CH:22]=1)[C:7]([NH:9][CH2:10][CH2:11][CH:12]1[CH2:17][CH2:16][N:15]([S:18]([NH2:21])(=[O:20])=[O:19])[CH2:14][CH2:13]1)=[O:8].C(=O)([O-])[O-].[Cs+].[Cs+].[CH:31]1([N:37]=[C:38]=[S:39])[CH2:36][CH2:35][CH2:34][CH2:33][CH2:32]1, predict the reaction product. The product is: [Cl:1][C:2]1[CH:3]=[CH:4][C:5]([O:23][CH3:24])=[C:6]([CH:22]=1)[C:7]([NH:9][CH2:10][CH2:11][CH:12]1[CH2:17][CH2:16][N:15]([S:18]([NH:21][C:38]([NH:37][CH:31]2[CH2:36][CH2:35][CH2:34][CH2:33][CH2:32]2)=[S:39])(=[O:20])=[O:19])[CH2:14][CH2:13]1)=[O:8]. (3) Given the reactants [F:1][C:2]1[CH:10]=[CH:9][C:8]([C:11]([OH:13])=[O:12])=[C:7]2[C:3]=1[CH:4]=[CH:5][NH:6]2.[CH:14]1C=CC=CC=1.C[Si](C=[N+]=[N-])(C)C, predict the reaction product. The product is: [F:1][C:2]1[CH:10]=[CH:9][C:8]([C:11]([O:13][CH3:14])=[O:12])=[C:7]2[C:3]=1[CH:4]=[CH:5][NH:6]2.